From a dataset of Catalyst prediction with 721,799 reactions and 888 catalyst types from USPTO. Predict which catalyst facilitates the given reaction. (1) Reactant: [C:1]([C:9]1[CH:10]=[CH:11][C:12]([N+:17]([O-:19])=[O:18])=[C:13]([CH:16]=1)[CH:14]=O)(=[O:8])[C:2]1[CH:7]=[CH:6][CH:5]=[CH:4][CH:3]=1.[NH2:20][CH2:21][CH2:22][C:23]([N:25]([CH:27]1[CH2:32][CH2:31][CH2:30][CH2:29][CH2:28]1)[CH3:26])=[O:24].C(O[BH-](OC(=O)C)OC(=O)C)(=O)C.[Na+].C([O-])(O)=O.[Na+]. Product: [C:1]([C:9]1[CH:10]=[CH:11][C:12]([N+:17]([O-:19])=[O:18])=[C:13]([CH:16]=1)[CH2:14][NH:20][CH2:21][CH2:22][C:23]([N:25]([CH:27]1[CH2:32][CH2:31][CH2:30][CH2:29][CH2:28]1)[CH3:26])=[O:24])(=[O:8])[C:2]1[CH:7]=[CH:6][CH:5]=[CH:4][CH:3]=1. The catalyst class is: 26. (2) Reactant: [Br:1][C:2]1[CH:3]=[C:4]([Cl:18])[C:5]([CH2:8][CH2:9][NH:10]C(=O)OC(C)(C)C)=[N:6][CH:7]=1.Cl. Product: [ClH:18].[Br:1][C:2]1[CH:3]=[C:4]([Cl:18])[C:5]([CH2:8][CH2:9][NH2:10])=[N:6][CH:7]=1. The catalyst class is: 5. (3) Reactant: [CH2:1]([NH:3][C:4]1[CH:9]=[CH:8][C:7]([NH2:10])=[C:6]([N+:11]([O-:13])=[O:12])[CH:5]=1)[CH3:2].[Na+].[CH2:15]([N:17]([CH2:22][CH3:23])[CH2:18][C:19]([O-:21])=O)[CH3:16].CCOP(ON1N=NC2C=CC=CC=2C1=O)(OCC)=O.C(N(CC)CC)C. Product: [NH2:10][C:7]1[CH:8]=[CH:9][C:4]([N:3]([CH2:1][CH3:2])[C:19](=[O:21])[CH2:18][N:17]([CH2:15][CH3:16])[CH2:22][CH3:23])=[CH:5][C:6]=1[N+:11]([O-:13])=[O:12]. The catalyst class is: 10. (4) Reactant: [Br:1][C:2]1[C:3]([CH2:18][NH:19][C:20]([C@H:22]2[N:26](C(OC(C)(C)C)=O)[C@@H:25]([CH3:34])[C@H:24]([F:35])[CH2:23]2)=[O:21])=[CH:4][C:5]([C:8]2[CH:9]=[N:10][C:11]([C:14]([F:17])([F:16])[F:15])=[N:12][CH:13]=2)=[N:6][CH:7]=1.[ClH:36]. Product: [ClH:36].[Br:1][C:2]1[C:3]([CH2:18][NH:19][C:20]([C@@H:22]2[CH2:23][C@@H:24]([F:35])[C@H:25]([CH3:34])[NH:26]2)=[O:21])=[CH:4][C:5]([C:8]2[CH:9]=[N:10][C:11]([C:14]([F:17])([F:16])[F:15])=[N:12][CH:13]=2)=[N:6][CH:7]=1. The catalyst class is: 12. (5) Reactant: [NH:1]([C:9]([O:11][C:12]([CH3:15])([CH3:14])[CH3:13])=[O:10])[C@H:2]([C:6]([OH:8])=[O:7])[C@@H:3]([CH3:5])[OH:4].Br[CH2:17][C:18]([C:20]1[CH:25]=[CH:24][CH:23]=[CH:22][CH:21]=1)=[O:19]. Product: [CH2:17]([O:7][C:6](=[O:8])[C@H:2]([C@@H:3]([CH3:5])[OH:4])[NH:1][C:9]([O:11][C:12]([CH3:14])([CH3:13])[CH3:15])=[O:10])[C:18]([C:20]1[CH:25]=[CH:24][CH:23]=[CH:22][CH:21]=1)=[O:19]. The catalyst class is: 25.